This data is from Peptide-MHC class I binding affinity with 185,985 pairs from IEDB/IMGT. The task is: Regression. Given a peptide amino acid sequence and an MHC pseudo amino acid sequence, predict their binding affinity value. This is MHC class I binding data. (1) The peptide sequence is WTTYMDTFFR. The MHC is HLA-B54:01 with pseudo-sequence HLA-B54:01. The binding affinity (normalized) is 0. (2) The peptide sequence is FMKVKFEAL. The MHC is HLA-A01:01 with pseudo-sequence HLA-A01:01. The binding affinity (normalized) is 0.0847.